Dataset: Catalyst prediction with 721,799 reactions and 888 catalyst types from USPTO. Task: Predict which catalyst facilitates the given reaction. (1) Reactant: [N:1]1[CH:6]=[CH:5][CH:4]=[C:3]([NH2:7])[CH:2]=1.[C:8](/[C:10](=[CH:16]\OCC)/[C:11]([O:13][CH2:14][CH3:15])=[O:12])#[N:9]. Product: [C:8]([C:10](=[CH:16][NH:7][C:3]1[CH:2]=[N:1][CH:6]=[CH:5][CH:4]=1)[C:11]([O:13][CH2:14][CH3:15])=[O:12])#[N:9]. The catalyst class is: 11. (2) Reactant: [CH3:1][O:2][C:3](=[O:15])[C:4]1[CH:9]=[CH:8][C:7](I)=[CH:6][C:5]=1[O:11][CH2:12][O:13][CH3:14].[B:16]1([B:16]2[O:20][C:19]([CH3:22])([CH3:21])[C:18]([CH3:24])([CH3:23])[O:17]2)[O:20][C:19]([CH3:22])([CH3:21])[C:18]([CH3:24])([CH3:23])[O:17]1.C([O-])(=O)C.[K+].O. Product: [CH3:1][O:2][C:3](=[O:15])[C:4]1[CH:9]=[CH:8][C:7]([B:16]2[O:20][C:19]([CH3:22])([CH3:21])[C:18]([CH3:24])([CH3:23])[O:17]2)=[CH:6][C:5]=1[O:11][CH2:12][O:13][CH3:14]. The catalyst class is: 613. (3) Reactant: [Cl:1][C:2]1[CH:10]=[CH:9][C:5]([C:6]([OH:8])=O)=[CH:4][CH:3]=1.C(N(CC)CC)C.F[P-](F)(F)(F)(F)F.N1(O[P+](N(C)C)(N(C)C)N(C)C)C2C=CC=CC=2N=N1.Cl.[NH2:46][CH2:47][C:48]1[N:49]=[CH:50][N:51]([C:53]2[CH:58]=[CH:57][C:56]([N:59]3[CH:64]=[CH:63][CH:62]=[CH:61][C:60]3=[O:65])=[CH:55][CH:54]=2)[CH:52]=1. Product: [Cl:1][C:2]1[CH:3]=[CH:4][C:5]([C:6]([NH:46][CH2:47][C:48]2[N:49]=[CH:50][N:51]([C:53]3[CH:54]=[CH:55][C:56]([N:59]4[CH:64]=[CH:63][CH:62]=[CH:61][C:60]4=[O:65])=[CH:57][CH:58]=3)[CH:52]=2)=[O:8])=[CH:9][CH:10]=1. The catalyst class is: 3. (4) Reactant: [CH2:1]([O:8][C:9]([NH:11][C:12]1[C:17](=[O:18])[N:16]2[C@H:19]([C:22]([O:24][C:25]([CH3:28])([CH3:27])[CH3:26])=[O:23])[CH2:20][CH2:21][C:15]2=[N:14][CH:13]=1)=[O:10])[C:2]1[CH:7]=[CH:6][CH:5]=[CH:4][CH:3]=1.[CH3:29]I. Product: [C:25]([O:24][C:22]([C:19]1([CH3:29])[N:16]2[C:17](=[O:18])[C:12]([NH:11][C:9]([O:8][CH2:1][C:2]3[CH:7]=[CH:6][CH:5]=[CH:4][CH:3]=3)=[O:10])=[CH:13][N:14]=[C:15]2[CH2:21][CH2:20]1)=[O:23])([CH3:28])([CH3:27])[CH3:26]. The catalyst class is: 1. (5) Reactant: [Cl:1][C:2]1[CH:7]=[CH:6][C:5]([CH2:8][CH:9]2[CH:13]=[CH:12][N-:11][C:10]2=[S:14])=[CH:4][N:3]=1.[H-].[Na+].[CH3:17]I. Product: [Cl:1][C:2]1[CH:7]=[CH:6][C:5]([CH2:8][CH:9]2[CH2:13][CH2:12][N:11]=[C:10]2[S:14][CH3:17])=[CH:4][N:3]=1. The catalyst class is: 9. (6) Reactant: [CH3:13][C:12]([O:11][C:9](O[C:9]([O:11][C:12]([CH3:15])([CH3:14])[CH3:13])=[O:10])=[O:10])([CH3:15])[CH3:14].[NH2:16][CH2:17][CH2:18][C@H:19]([C:21]1[CH:26]=[CH:25][CH:24]=[C:23]([O:27][CH2:28][CH:29]2[CH2:34][CH2:33][O:32][CH2:31][CH2:30]2)[CH:22]=1)[OH:20]. Product: [OH:20][CH:19]([C:21]1[CH:26]=[CH:25][CH:24]=[C:23]([O:27][CH2:28][CH:29]2[CH2:34][CH2:33][O:32][CH2:31][CH2:30]2)[CH:22]=1)[CH2:18][CH2:17][NH:16][C:9](=[O:10])[O:11][C:12]([CH3:13])([CH3:14])[CH3:15]. The catalyst class is: 2.